Dataset: Full USPTO retrosynthesis dataset with 1.9M reactions from patents (1976-2016). Task: Predict the reactants needed to synthesize the given product. (1) Given the product [NH2:16][C:15]1[C:10]([NH:9][C@H:7]2[CH2:6][CH2:5][C@H:4]([CH2:22][C:23]#[N:24])[C@@H:3]([O:2][CH3:1])[CH2:8]2)=[C:11]2[S:21][CH:20]=[CH:19][C:12]2=[N:13][CH:14]=1, predict the reactants needed to synthesize it. The reactants are: [CH3:1][O:2][C@H:3]1[CH2:8][C@@H:7]([NH:9][C:10]2[C:15]([N+:16]([O-])=O)=[CH:14][N:13]=[C:12]3[CH:19]=[CH:20][S:21][C:11]=23)[CH2:6][CH2:5][C@@H:4]1[CH2:22][C:23]#[N:24]. (2) Given the product [NH:14]1[C:22]2[C:21]3[C:20](=[CH:19][CH:18]=[CH:17][C:16]=3[C:15]1=[O:28])[CH:27]=[CH:26][CH:25]=2, predict the reactants needed to synthesize it. The reactants are: C1(C)C=CC(S(O)(=O)=O)=CC=1.[Na].O[N:14]1C(=O)[C:22]2[CH:25]=[CH:26][CH:27]=[C:20]3[C:21]=2[C:16](=[CH:17][CH:18]=[CH:19]3)[C:15]1=[O:28]. (3) Given the product [Cl:1][C:2]1[CH:3]=[C:4]([CH:12]([CH2:31][CH:32]2[CH2:33][CH2:34][CH2:35][CH2:36]2)[C:13]([NH:15][C:16]2[CH:20]=[CH:19][N:18]([CH2:21][C:22]3[CH:30]=[CH:29][C:25]([C:26]([NH2:43])=[O:28])=[CH:24][CH:23]=3)[N:17]=2)=[O:14])[CH:5]=[CH:6][C:7]=1[S:8]([CH3:11])(=[O:10])=[O:9], predict the reactants needed to synthesize it. The reactants are: [Cl:1][C:2]1[CH:3]=[C:4]([C@@H:12]([CH2:31][CH:32]2[CH2:36][CH2:35][CH2:34][CH2:33]2)[C:13]([NH:15][C:16]2[CH:20]=[CH:19][N:18]([CH2:21][C:22]3[CH:30]=[CH:29][C:25]([C:26]([OH:28])=O)=[CH:24][CH:23]=3)[N:17]=2)=[O:14])[CH:5]=[CH:6][C:7]=1[S:8]([CH3:11])(=[O:10])=[O:9].C(Cl)(=O)C(Cl)=O.[N:43]1C(C)=CC=CC=1C. (4) Given the product [CH3:10][C:7]1([CH3:11])[N:6]([C:12]([O:14][C:15]([CH3:18])([CH3:17])[CH3:16])=[O:13])[C:5]([CH3:19])([C:3]2[N:4]=[C:20]([CH3:21])[O:1][N:2]=2)[CH2:9][O:8]1, predict the reactants needed to synthesize it. The reactants are: [OH:1][N:2]=[C:3]([C:5]1([CH3:19])[CH2:9][O:8][C:7]([CH3:11])([CH3:10])[N:6]1[C:12]([O:14][C:15]([CH3:18])([CH3:17])[CH3:16])=[O:13])[NH2:4].[C:20](OC(=O)C)(=O)[CH3:21]. (5) Given the product [NH2:7][CH:8]([CH2:18][C:19]1[C:27]2[C:22](=[CH:23][CH:24]=[C:25]([O:28][C:29]3[CH:34]=[CH:33][C:32]([NH2:35])=[CH:31][CH:30]=3)[CH:26]=2)[NH:21][CH:20]=1)[C:9]([N:11]1[CH2:15][CH2:14][CH2:13][CH:12]1[C:16]#[N:17])=[O:10], predict the reactants needed to synthesize it. The reactants are: C(OC(=O)[NH:7][C@@H:8]([CH2:18][C:19]1[C:27]2[C:22](=[CH:23][CH:24]=[C:25]([O:28][C:29]3[CH:34]=[CH:33][C:32]([NH2:35])=[CH:31][CH:30]=3)[CH:26]=2)[NH:21][CH:20]=1)[C:9]([N:11]1[CH2:15][CH2:14][CH2:13][C@H:12]1[C:16]#[N:17])=[O:10])(C)(C)C.FC(F)(F)C(O)=O. (6) Given the product [CH3:1][O:2][C:3]1[C:12]([S:19][CH3:18])=[CH:11][C:10]2[C:5](=[CH:6][CH:7]=[CH:8][CH:9]=2)[CH:4]=1, predict the reactants needed to synthesize it. The reactants are: [CH3:1][O:2][C:3]1[CH:12]=[CH:11][C:10]2[C:5](=[CH:6][CH:7]=[CH:8][CH:9]=2)[CH:4]=1.C([Li])CCC.[CH3:18][S:19]SC. (7) Given the product [CH3:26][S:23]([C:19]1[N:18]=[C:17]2[N:16]([CH3:27])[N:15]=[C:14]([C:11]3[CH:12]=[CH:13][C:8]([NH2:7])=[CH:9][CH:10]=3)[C:22]2=[CH:21][N:20]=1)(=[O:25])=[O:24], predict the reactants needed to synthesize it. The reactants are: C(OC(=O)[NH:7][C:8]1[CH:13]=[CH:12][C:11]([C:14]2[C:22]3[C:17](=[N:18][C:19]([S:23]([CH3:26])(=[O:25])=[O:24])=[N:20][CH:21]=3)[N:16]([CH3:27])[N:15]=2)=[CH:10][CH:9]=1)(C)(C)C.